The task is: Predict the reactants needed to synthesize the given product.. This data is from Full USPTO retrosynthesis dataset with 1.9M reactions from patents (1976-2016). (1) The reactants are: C1N=CN(C(N2C=NC=C2)=O)C=1.[CH2:13]([N:20]1[C:28]2[CH:27]=[C:26]([C:29]([OH:31])=O)[N:25]=[C:24]([NH:32][CH2:33][C:34]3[CH:39]=[CH:38][CH:37]=[CH:36][CH:35]=3)[C:23]=2[NH:22][C:21]1=[O:40])[C:14]1[CH:19]=[CH:18][CH:17]=[CH:16][CH:15]=1.[OH:41][NH:42][C:43](=[NH:45])[CH3:44].[Al]. Given the product [OH:41][N:42]=[C:43]([NH:45][C:29]([C:26]1[N:25]=[C:24]([NH:32][CH2:33][C:34]2[CH:39]=[CH:38][CH:37]=[CH:36][CH:35]=2)[C:23]2[NH:22][C:21](=[O:40])[N:20]([CH2:13][C:14]3[CH:15]=[CH:16][CH:17]=[CH:18][CH:19]=3)[C:28]=2[CH:27]=1)=[O:31])[CH3:44], predict the reactants needed to synthesize it. (2) Given the product [F:1][C:2]1[CH:7]=[CH:6][C:5]([C:8]2[CH:9]=[CH:10][C:11]3[N:12]([C:14]([S:17][C:18]4[CH:27]=[CH:26][C:21]5[N:22]=[C:23]([NH:25][C:31]([CH:28]6[CH2:30][CH2:29]6)=[O:32])[S:24][C:20]=5[CH:19]=4)=[N:15][N:16]=3)[CH:13]=2)=[CH:4][CH:3]=1, predict the reactants needed to synthesize it. The reactants are: [F:1][C:2]1[CH:7]=[CH:6][C:5]([C:8]2[CH:9]=[CH:10][C:11]3[N:12]([C:14]([S:17][C:18]4[CH:27]=[CH:26][C:21]5[N:22]=[C:23]([NH2:25])[S:24][C:20]=5[CH:19]=4)=[N:15][N:16]=3)[CH:13]=2)=[CH:4][CH:3]=1.[CH:28]1([C:31](Cl)=[O:32])[CH2:30][CH2:29]1.